This data is from Full USPTO retrosynthesis dataset with 1.9M reactions from patents (1976-2016). The task is: Predict the reactants needed to synthesize the given product. (1) Given the product [CH:39]1([C:36]2[CH:37]=[CH:38][C:33]([N:32]3[C:31](=[O:44])[C:30]4[C:25](=[CH:26][CH:27]=[CH:28][CH:29]=4)[N:24]=[C:23]3[C:20]3[CH:21]=[N:22][C:17]([CH3:1])=[CH:18][CH:19]=3)=[CH:34][CH:35]=2)[CH2:40][CH2:41][CH2:42][CH2:43]1, predict the reactants needed to synthesize it. The reactants are: [C:1]([O-])([O-])=O.[K+].[K+].CB1OB(C)OB(C)O1.Cl[C:17]1[N:22]=[CH:21][C:20]([C:23]2[N:32]([C:33]3[CH:38]=[CH:37][C:36]([CH:39]4[CH2:43][CH2:42][CH2:41][CH2:40]4)=[CH:35][CH:34]=3)[C:31](=[O:44])[C:30]3[C:25](=[CH:26][CH:27]=[CH:28][CH:29]=3)[N:24]=2)=[CH:19][CH:18]=1. (2) Given the product [O:15]1[C:20]2[CH:21]=[CH:22][CH:23]=[C:24]([O:25][CH2:26][CH2:27][N:28]3[C:32]([CH3:33])=[C:31]([CH3:34])[S:30][C:29]3=[N:35][C:11]([C:1]34[CH2:8][CH:7]5[CH2:6][CH:5]([CH2:4][CH:3]([CH2:9]5)[CH2:2]3)[CH2:10]4)=[O:12])[C:19]=2[O:18][CH2:17][CH2:16]1, predict the reactants needed to synthesize it. The reactants are: [C:1]12([C:11](O)=[O:12])[CH2:10][CH:5]3[CH2:6][CH:7]([CH2:9][CH:3]([CH2:4]3)[CH2:2]1)[CH2:8]2.Br.[O:15]1[C:20]2[CH:21]=[CH:22][CH:23]=[C:24]([O:25][CH2:26][CH2:27][N:28]3[C:32]([CH3:33])=[C:31]([CH3:34])[S:30][C:29]3=[NH:35])[C:19]=2[O:18][CH2:17][CH2:16]1. (3) The reactants are: CC(OI1(OC(C)=O)(OC(C)=O)OC(=O)C2C=CC=CC1=2)=O.[Si:23]([O:30][C@@H:31]1[CH2:36][CH2:35][C@H:34]([CH:37]([OH:48])[C:38]([O:40][CH2:41][C:42]2[CH:47]=[CH:46][CH:45]=[CH:44][CH:43]=2)=[O:39])[CH2:33][CH2:32]1)([C:26]([CH3:29])([CH3:28])[CH3:27])([CH3:25])[CH3:24]. Given the product [Si:23]([O:30][C@@H:31]1[CH2:32][CH2:33][C@H:34]([C:37](=[O:48])[C:38]([O:40][CH2:41][C:42]2[CH:43]=[CH:44][CH:45]=[CH:46][CH:47]=2)=[O:39])[CH2:35][CH2:36]1)([C:26]([CH3:29])([CH3:28])[CH3:27])([CH3:25])[CH3:24], predict the reactants needed to synthesize it.